From a dataset of Full USPTO retrosynthesis dataset with 1.9M reactions from patents (1976-2016). Predict the reactants needed to synthesize the given product. (1) Given the product [O:10]1[CH2:19][CH2:18][O:1][C:2]2[C:3]([CH:4]=[O:5])=[CH:6][CH:7]=[CH:8][C:9]1=2, predict the reactants needed to synthesize it. The reactants are: [OH:1][C:2]1[C:9]([OH:10])=[CH:8][CH:7]=[CH:6][C:3]=1[CH:4]=[O:5].C(=O)([O-])[O-].[K+].[K+].Br[CH2:18][CH2:19]Br. (2) Given the product [F:25][C:19]1[CH:20]=[C:21]([I:24])[CH:22]=[CH:23][C:18]=1[NH:17][C:12]1[CH:13]=[N:14][CH:15]=[CH:16][C:11]=1[C:9]1[O:8][N:7]=[C:6]([CH2:4][OH:3])[N:10]=1, predict the reactants needed to synthesize it. The reactants are: C([O:3][C:4]([C:6]1[N:10]=[C:9]([C:11]2[CH:16]=[CH:15][N:14]=[CH:13][C:12]=2[NH:17][C:18]2[CH:23]=[CH:22][C:21]([I:24])=[CH:20][C:19]=2[F:25])[O:8][N:7]=1)=O)C.C1COCC1. (3) Given the product [Cl:20][C:14]1[CH:15]=[C:16]([Cl:19])[CH:17]=[CH:18][C:13]=1[C:9]1[NH:8][C:7](=[O:6])[N:23]2[N:22]=[C:24]([CH:26]3[CH2:31][CH2:30][N:29]([C:32]([O:34][C:35]([CH3:38])([CH3:37])[CH3:36])=[O:33])[CH2:28][CH2:27]3)[N:12]=[C:11]2[CH:10]=1, predict the reactants needed to synthesize it. The reactants are: [Cl-].[Ca+2].[Cl-].C([O:6][C:7](=O)[NH:8][C:9]([C:13]1[CH:18]=[CH:17][C:16]([Cl:19])=[CH:15][C:14]=1[Cl:20])=[CH:10][C:11]#[N:12])C.[NH:22]([C:24]([CH:26]1[CH2:31][CH2:30][N:29]([C:32]([O:34][C:35]([CH3:38])([CH3:37])[CH3:36])=[O:33])[CH2:28][CH2:27]1)=O)[NH2:23].O. (4) The reactants are: Br[C:2]1[C:3](=[O:17])[O:4][C:5]2[C:10]([CH:11]=1)=[CH:9][CH:8]=[C:7]([CH2:12][CH2:13][CH2:14][CH2:15][OH:16])[CH:6]=2.C([Sn](CCCC)(CCCC)[C:23]([O:25][CH2:26][CH3:27])=[CH2:24])CCC. Given the product [CH2:26]([O:25][C:23]([C:2]1[C:3](=[O:17])[O:4][C:5]2[C:10]([CH:11]=1)=[CH:9][CH:8]=[C:7]([CH2:12][CH2:13][CH2:14][CH2:15][OH:16])[CH:6]=2)=[CH2:24])[CH3:27], predict the reactants needed to synthesize it. (5) Given the product [Br:1][C:2]1[CH:3]=[C:4]2[C:9](=[CH:10][CH:11]=1)[N:8]=[C:7]([NH:12][C:13]([CH3:15])([CH3:16])[CH3:14])[C:6]([C:17](=[O:30])[CH2:18][C:19]1[CH:24]=[C:23]([CH2:25][C:26]([CH3:29])([CH3:28])[CH3:27])[N:22]=[CH:21][N:20]=1)=[CH:5]2, predict the reactants needed to synthesize it. The reactants are: [Br:1][C:2]1[CH:3]=[C:4]2[C:9](=[CH:10][CH:11]=1)[N:8]=[C:7]([NH:12][C:13]([CH3:16])([CH3:15])[CH3:14])[C:6]([CH:17]([OH:30])[CH2:18][C:19]1[CH:24]=[C:23]([CH2:25][C:26]([CH3:29])([CH3:28])[CH3:27])[N:22]=[CH:21][N:20]=1)=[CH:5]2.[Br-].[K+].CC1(C)N([O])C(C)(C)CCC1.Cl[O-].[Na+].C(=O)([O-])O.[Na+].